Task: Binary Classification. Given a miRNA mature sequence and a target amino acid sequence, predict their likelihood of interaction.. Dataset: Experimentally validated miRNA-target interactions with 360,000+ pairs, plus equal number of negative samples (1) The miRNA is hsa-miR-939-5p with sequence UGGGGAGCUGAGGCUCUGGGGGUG. The protein sequence of the target gene is MLRNLLALRQIGQRTISTASRRHFKNKVPEKQKLFQEDDEIPLYLKGGVADALLYRATMILTVGGTAYAIYELAVASFPKKQE. Result: 0 (no interaction). (2) The miRNA is hsa-miR-4424 with sequence AGAGUUAACUCAAAAUGGACUA. The protein sequence of the target gene is MGRKSSKAKEKKQKRLEERAAMDAVCAKVDAANRLGDPLEAFPVFKKYDRNGLNVSIECKRVSGLEPATVDWAFDLTKTNMQTMYEQSEWGWKDREKREEMTDDRAWYLIAWENSSVPVAFSHFRFDVECGDEVLYCYEVQLESKVRRKGLGKFLIQILQLMANSTQMKKVMLTVFKHNHGAYQFFREALQFEIDDSSPSMSGCCGEDCSYEILSRRTKFGDSHHSHAGGHCGGCCH. Result: 1 (interaction).